This data is from Full USPTO retrosynthesis dataset with 1.9M reactions from patents (1976-2016). The task is: Predict the reactants needed to synthesize the given product. (1) Given the product [CH3:1][C:2]1[CH:9]=[CH:8][CH:7]=[C:6]([S:10]([N:13]2[CH:17]=[CH:16][C:15]([Br:18])=[CH:14]2)(=[O:12])=[O:11])[C:3]=1[C:4]#[N:5], predict the reactants needed to synthesize it. The reactants are: [CH3:1][C:2]1[CH:9]=[CH:8][CH:7]=[C:6]([S:10]([N:13]2[CH:17]=[CH:16][CH:15]=[CH:14]2)(=[O:12])=[O:11])[C:3]=1[C:4]#[N:5].[Br:18]Br. (2) Given the product [C:1]([C:4]1[CH:9]=[C:8]([N:10]2[CH:15]=[CH:14][C:13]([O:16][CH2:21][C:22]3[C:27]([F:28])=[CH:26][C:25]([F:29])=[CH:24][N:23]=3)=[C:12]([Cl:17])[C:11]2=[O:18])[C:7]([CH3:19])=[CH:6][N:5]=1)(=[O:3])[CH3:2], predict the reactants needed to synthesize it. The reactants are: [C:1]([C:4]1[CH:9]=[C:8]([N:10]2[CH:15]=[CH:14][C:13]([OH:16])=[C:12]([Cl:17])[C:11]2=[O:18])[C:7]([CH3:19])=[CH:6][N:5]=1)(=[O:3])[CH3:2].Cl[CH2:21][C:22]1[C:27]([F:28])=[CH:26][C:25]([F:29])=[CH:24][N:23]=1.C(=O)([O-])[O-].[K+].[K+]. (3) Given the product [OH:28][C@H:16]1[C@H:15]([C:12]2[CH:11]=[CH:10][C:9]([OH:8])=[CH:14][CH:13]=2)[CH2:20][CH2:19][N:18]([C:21]([O:23][C:24]([CH3:27])([CH3:26])[CH3:25])=[O:22])[CH2:17]1, predict the reactants needed to synthesize it. The reactants are: C([O:8][C:9]1[CH:14]=[CH:13][C:12]([C@@H:15]2[CH2:20][CH2:19][N:18]([C:21]([O:23][C:24]([CH3:27])([CH3:26])[CH3:25])=[O:22])[CH2:17][C@H:16]2[OH:28])=[CH:11][CH:10]=1)C1C=CC=CC=1.[H][H]. (4) Given the product [CH3:39][O:40][C:41](=[O:42])[NH:30][C@H:27]1[CH2:28][CH2:29][N:25]([C:9]2[N:10]=[C:11]([N:12]3[CH2:17][CH2:16][N:15]4[C:18]([C:21]([F:22])([F:23])[F:24])=[N:19][N:20]=[C:14]4[CH2:13]3)[C:6]3[CH:5]=[C:4]([CH2:1][CH2:2][CH3:3])[S:31][C:7]=3[N:8]=2)[CH2:26]1, predict the reactants needed to synthesize it. The reactants are: [CH2:1]([C:4]1[S:31][C:7]2[N:8]=[C:9]([N:25]3[CH2:29][CH2:28][C@H:27]([NH2:30])[CH2:26]3)[N:10]=[C:11]([N:12]3[CH2:17][CH2:16][N:15]4[C:18]([C:21]([F:24])([F:23])[F:22])=[N:19][N:20]=[C:14]4[CH2:13]3)[C:6]=2[CH:5]=1)[CH2:2][CH3:3].C(N(CC)CC)C.[CH3:39][O:40][C:41](Cl)=[O:42]. (5) The reactants are: Br[C:2]1[CH:3]=[C:4]([N:22]([CH2:29][CH2:30][CH3:31])[CH:23]2[CH2:28][CH2:27][O:26][CH2:25][CH2:24]2)[C:5]([CH3:21])=[C:6]([CH:20]=1)[C:7]([NH:9][CH2:10][C:11]1[C:12](=[O:19])[NH:13][C:14]([CH3:18])=[CH:15][C:16]=1[CH3:17])=[O:8].CC1(C)C(C)(C)OB([C:40]2[CH:52]=[CH:51][C:43]([CH2:44][N:45]3[CH2:50][CH2:49][O:48][CH2:47][CH2:46]3)=[CH:42][CH:41]=2)O1.C([O-])([O-])=O.[Na+].[Na+]. Given the product [CH3:17][C:16]1[CH:15]=[C:14]([CH3:18])[NH:13][C:12](=[O:19])[C:11]=1[CH2:10][NH:9][C:7]([C:6]1[CH:20]=[C:2]([C:40]2[CH:41]=[CH:42][C:43]([CH2:44][N:45]3[CH2:50][CH2:49][O:48][CH2:47][CH2:46]3)=[CH:51][CH:52]=2)[CH:3]=[C:4]([N:22]([CH2:29][CH2:30][CH3:31])[CH:23]2[CH2:28][CH2:27][O:26][CH2:25][CH2:24]2)[C:5]=1[CH3:21])=[O:8], predict the reactants needed to synthesize it. (6) Given the product [F:33][C:2]([F:1])([F:32])[C:3]1([CH2:7][N:9]2[CH2:14][CH2:13][CH:12]([CH2:15][O:16][C:17]3[CH:18]=[CH:19][C:20]([C:23]4[CH:24]=[CH:25][C:26]([CH:29]([OH:31])[CH3:30])=[CH:27][CH:28]=4)=[N:21][CH:22]=3)[CH2:11][CH2:10]2)[CH2:6][CH2:5][CH2:4]1, predict the reactants needed to synthesize it. The reactants are: [F:1][C:2]([F:33])([F:32])[C:3]1([C:7]([N:9]2[CH2:14][CH2:13][CH:12]([CH2:15][O:16][C:17]3[CH:18]=[CH:19][C:20]([C:23]4[CH:28]=[CH:27][C:26]([C:29](=[O:31])[CH3:30])=[CH:25][CH:24]=4)=[N:21][CH:22]=3)[CH2:11][CH2:10]2)=O)[CH2:6][CH2:5][CH2:4]1.[H-].[H-].[H-].[H-].[Li+].[Al+3].O.